This data is from Forward reaction prediction with 1.9M reactions from USPTO patents (1976-2016). The task is: Predict the product of the given reaction. (1) Given the reactants [C:1]([C:3]1[C:11]2[C:6](=[CH:7][C:8]([O:12][CH3:13])=[CH:9][CH:10]=2)[N:5]([CH2:14][CH3:15])[C:4]=1[C:16]1[CH:21]=[CH:20][C:19]([NH:22][S:23]([CH2:26][CH2:27][CH2:28]Cl)(=[O:25])=[O:24])=[CH:18][CH:17]=1)#[N:2].C([O-])([O-])=O.[K+].[K+], predict the reaction product. The product is: [O:24]=[S:23]1(=[O:25])[CH2:26][CH2:27][CH2:28][N:22]1[C:19]1[CH:20]=[CH:21][C:16]([C:4]2[N:5]([CH2:14][CH3:15])[C:6]3[C:11]([C:3]=2[C:1]#[N:2])=[CH:10][CH:9]=[C:8]([O:12][CH3:13])[CH:7]=3)=[CH:17][CH:18]=1. (2) Given the reactants [CH3:1][O:2][C:3]1[CH:4]=[C:5]([NH:11][C:12](=[O:14])[CH3:13])[CH:6]=[CH:7][C:8]=1[O:9][CH3:10].[I:15]Cl.[O-]S([O-])(=S)=O.[Na+].[Na+], predict the reaction product. The product is: [CH3:10][O:9][C:8]1[C:3]([O:2][CH3:1])=[CH:4][C:5]([NH:11][C:12](=[O:14])[CH3:13])=[C:6]([I:15])[CH:7]=1. (3) Given the reactants [C:1]([O:5][C:6]([NH:8][CH:9]([C:13]1[CH:18]=[CH:17][CH:16]=[CH:15][CH:14]=1)[C:10]([OH:12])=O)=[O:7])([CH3:4])([CH3:3])[CH3:2].[NH:19]1[CH2:24][CH2:23][O:22][CH2:21][CH2:20]1.CCN=C=NCCCN(C)C.Cl.O, predict the reaction product. The product is: [C:1]([O:5][C:6](=[O:7])[NH:8][CH:9]([C:13]1[CH:18]=[CH:17][CH:16]=[CH:15][CH:14]=1)[C:10]([N:19]1[CH2:24][CH2:23][O:22][CH2:21][CH2:20]1)=[O:12])([CH3:2])([CH3:3])[CH3:4]. (4) Given the reactants Cl[C:2]1[N:7]=[CH:6][N:5]=[C:4]([NH:8][C:9]2[CH:10]=[C:11]([CH:22]=[CH:23][CH:24]=2)[CH2:12][S:13](=[N:16][C:17](=[O:21])[O:18][CH2:19][CH3:20])([CH3:15])=[O:14])[N:3]=1.[F:25][C:26]1([F:38])[O:30][C:29]2[CH:31]=[CH:32][CH:33]=[C:34](B(O)O)[C:28]=2[O:27]1, predict the reaction product. The product is: [F:38][C:26]1([F:25])[O:27][C:28]2[CH:34]=[CH:33][CH:32]=[C:31]([C:2]3[N:7]=[CH:6][N:5]=[C:4]([NH:8][C:9]4[CH:10]=[C:11]([CH:22]=[CH:23][CH:24]=4)[CH2:12][S:13](=[N:16][C:17](=[O:21])[O:18][CH2:19][CH3:20])([CH3:15])=[O:14])[N:3]=3)[C:29]=2[O:30]1. (5) Given the reactants [Cl:1][C:2]1[C:3]2[CH2:10][C:9](=[O:11])[NH:8][C:4]=2[N:5]=[CH:6][N:7]=1.C[Si](C)(C)[N-][Si](C)(C)C.[Li+].I[CH2:23][CH2:24][CH2:25][CH2:26]I, predict the reaction product. The product is: [Cl:1][C:2]1[C:3]2[C:10]3([CH2:26][CH2:25][CH2:24][CH2:23]3)[C:9](=[O:11])[NH:8][C:4]=2[N:5]=[CH:6][N:7]=1. (6) Given the reactants C([Sn]([CH2:12][CH2:13][CH2:14][CH3:15])([CH2:12][CH2:13][CH2:14][CH3:15])[CH2:12][CH2:13][CH2:14][CH3:15])=C.C[Si](C)(C)[C:18]1[C:23](N)=CC(Br)=[CH:20][N:19]=1.[Li+].[Cl-].[F-].[K+].C[N:33](C=O)C, predict the reaction product. The product is: [NH2:33][C:18]1[CH:23]=[CH:12][C:13]([CH:14]=[CH2:15])=[CH:20][N:19]=1. (7) Given the reactants [Li+].CC([N-]C(C)C)C.[CH2:9]([O:11][C:12](=[O:26])[CH:13]([O:15][C:16]1[CH:17]=[C:18]2[C:23](=[CH:24][CH:25]=1)[N:22]=[CH:21][CH:20]=[CH:19]2)[CH3:14])[CH3:10].[CH2:27]([O:34][C:35]1[CH:42]=[CH:41][C:38]([CH:39]=[O:40])=[CH:37][CH:36]=1)[C:28]1[CH:33]=[CH:32][CH:31]=[CH:30][CH:29]=1.CC(O)=O, predict the reaction product. The product is: [CH2:9]([O:11][C:12](=[O:26])[C:13]([CH3:14])([O:15][C:16]1[CH:17]=[C:18]2[C:23](=[CH:24][CH:25]=1)[N:22]=[CH:21][CH:20]=[CH:19]2)[CH:39]([C:38]1[CH:37]=[CH:36][C:35]([O:34][CH2:27][C:28]2[CH:29]=[CH:30][CH:31]=[CH:32][CH:33]=2)=[CH:42][CH:41]=1)[OH:40])[CH3:10].